Dataset: Catalyst prediction with 721,799 reactions and 888 catalyst types from USPTO. Task: Predict which catalyst facilitates the given reaction. Reactant: [NH2:1][C:2]1[C:11]([Br:12])=[CH:10][C:9]([C:13]([NH:15][CH2:16][CH:17]2[CH2:22][CH2:21][N:20](C(OC(C)(C)C)=O)[CH2:19][CH2:18]2)=[O:14])=[C:8]2[C:3]=1[CH2:4][CH2:5][CH2:6][O:7]2.C(Cl)Cl.[OH-].[Na+]. Product: [NH2:1][C:2]1[C:11]([Br:12])=[CH:10][C:9]([C:13]([NH:15][CH2:16][CH:17]2[CH2:22][CH2:21][NH:20][CH2:19][CH2:18]2)=[O:14])=[C:8]2[C:3]=1[CH2:4][CH2:5][CH2:6][O:7]2. The catalyst class is: 126.